From a dataset of Catalyst prediction with 721,799 reactions and 888 catalyst types from USPTO. Predict which catalyst facilitates the given reaction. Reactant: C([O-])([O-])=O.[K+].[K+].[CH3:7][C:8]1[N:12]([CH2:13][C:14]2[CH:15]=[C:16]([OH:20])[CH:17]=[CH:18][CH:19]=2)[N:11]=[C:10]([C:21]2[O:25][N:24]=[C:23]([C:26]3[CH:31]=[CH:30][C:29]([O:32][C:33]([F:36])([F:35])[F:34])=[CH:28][CH:27]=3)[N:22]=2)[N:9]=1.Br[CH2:38][CH2:39][O:40][CH3:41]. Product: [CH3:41][O:40][CH2:39][CH2:38][O:20][C:16]1[CH:15]=[C:14]([CH2:13][N:12]2[C:8]([CH3:7])=[N:9][C:10]([C:21]3[O:25][N:24]=[C:23]([C:26]4[CH:31]=[CH:30][C:29]([O:32][C:33]([F:36])([F:34])[F:35])=[CH:28][CH:27]=4)[N:22]=3)=[N:11]2)[CH:19]=[CH:18][CH:17]=1. The catalyst class is: 18.